Task: Predict which catalyst facilitates the given reaction.. Dataset: Catalyst prediction with 721,799 reactions and 888 catalyst types from USPTO (1) Reactant: [CH3:1][C:2]1[CH:7]=[CH:6][N:5]2[C:8]([CH:22]=[C:23]3[CH2:28][CH2:27][N:26]([C:29]([O:31][C:32]([CH3:35])([CH3:34])[CH3:33])=[O:30])[CH2:25][CH2:24]3)=[C:9]([C:11]3[CH:16]=[CH:15][C:14]([C:17](=[O:20])[NH:18][CH3:19])=[CH:13][C:12]=3[CH3:21])[N:10]=[C:4]2[CH:3]=1. The catalyst class is: 696. Product: [CH3:1][C:2]1[CH:7]=[CH:6][N:5]2[C:8]([CH2:22][CH:23]3[CH2:28][CH2:27][N:26]([C:29]([O:31][C:32]([CH3:35])([CH3:34])[CH3:33])=[O:30])[CH2:25][CH2:24]3)=[C:9]([C:11]3[CH:16]=[CH:15][C:14]([C:17](=[O:20])[NH:18][CH3:19])=[CH:13][C:12]=3[CH3:21])[N:10]=[C:4]2[CH:3]=1. (2) Reactant: Br[C:2]1[C:3]([NH2:22])=[N:4][CH:5]=[C:6]([C:10]2[CH:15]=[CH:14][CH:13]=[C:12]([N:16]3[CH2:21][CH2:20][NH:19][CH2:18][CH2:17]3)[CH:11]=2)[C:7]=1[CH2:8][CH3:9].[OH:23][C:24]1[CH:29]=[CH:28][C:27](B(O)O)=[CH:26][CH:25]=1.C([O-])([O-])=O.[Na+].[Na+]. Product: [NH2:22][C:3]1[C:2]([C:27]2[CH:28]=[CH:29][C:24]([OH:23])=[CH:25][CH:26]=2)=[C:7]([CH2:8][CH3:9])[C:6]([C:10]2[CH:15]=[CH:14][CH:13]=[C:12]([N:16]3[CH2:21][CH2:20][NH:19][CH2:18][CH2:17]3)[CH:11]=2)=[CH:5][N:4]=1. The catalyst class is: 117. (3) Reactant: C(OC([N:8]1[CH2:13][CH2:12][CH:11]([NH:14][C:15]2[CH:16]=[N:17][C:18]([NH2:22])=[C:19]([CH3:21])[CH:20]=2)[CH2:10][CH2:9]1)=O)(C)(C)C.[ClH:23]. Product: [ClH:23].[ClH:23].[CH3:21][C:19]1[C:18]([NH2:22])=[N:17][CH:16]=[C:15]([NH:14][CH:11]2[CH2:12][CH2:13][NH:8][CH2:9][CH2:10]2)[CH:20]=1. The catalyst class is: 12. (4) Reactant: [F:1][C:2]1[CH:28]=[C:27]([F:29])[CH:26]=[CH:25][C:3]=1[O:4][C:5]1[CH:10]=[CH:9][C:8]([NH:11][S:12]([CH3:15])(=[O:14])=[O:13])=[CH:7][C:6]=1[C:16]1[CH:21]=[C:20]([CH3:22])[C:19](=[O:23])[N:18]([CH3:24])[CH:17]=1.C([O-])([O-])=O.[Cs+].[Cs+].CC1C=CC(S(O[CH:47]2[CH2:50][O:49][CH2:48]2)(=O)=O)=CC=1. Product: [F:1][C:2]1[CH:28]=[C:27]([F:29])[CH:26]=[CH:25][C:3]=1[O:4][C:5]1[CH:10]=[CH:9][C:8]([N:11]([CH:47]2[CH2:50][O:49][CH2:48]2)[S:12]([CH3:15])(=[O:13])=[O:14])=[CH:7][C:6]=1[C:16]1[CH:21]=[C:20]([CH3:22])[C:19](=[O:23])[N:18]([CH3:24])[CH:17]=1. The catalyst class is: 3. (5) Reactant: [C:1]([C:3]1[C:8](F)=[CH:7][C:6]([F:10])=[CH:5][N:4]=1)#[N:2].NCCC1C=[CH:18][CH:17]=[CH:16][N:15]=1.[C:20](=O)([O-])[O-].[K+].[K+].[OH2:26]. Product: [C:1]([C:3]1[C:8]([NH:15][CH2:16][C:17]([OH:26])([CH3:18])[CH3:20])=[CH:7][C:6]([F:10])=[CH:5][N:4]=1)#[N:2]. The catalyst class is: 148. (6) Reactant: [Si]([O:8][CH2:9][C:10]1[C:11]([O:37][CH3:38])=[N:12][C:13]2[C:18]([C:19]=1[Cl:20])=[CH:17][C:16]([C:21]([C:30]1[N:34]([CH3:35])[C:33]([CH3:36])=[N:32][CH:31]=1)([C:23]1[N:27]([CH3:28])[C:26]([CH3:29])=[N:25][CH:24]=1)[OH:22])=[CH:15][CH:14]=2)(C(C)(C)C)(C)C.FC(F)(F)C(O)=O. Product: [Cl:20][C:19]1[C:18]2[C:13](=[CH:14][CH:15]=[C:16]([C:21]([C:23]3[N:27]([CH3:28])[C:26]([CH3:29])=[N:25][CH:24]=3)([C:30]3[N:34]([CH3:35])[C:33]([CH3:36])=[N:32][CH:31]=3)[OH:22])[CH:17]=2)[N:12]=[C:11]([O:37][CH3:38])[C:10]=1[CH2:9][OH:8]. The catalyst class is: 2. (7) Reactant: [CH3:1][O:2][C:3]1[CH:4]=[C:5]([CH:9]=[CH:10][CH:11]=1)[C:6]([OH:8])=O.Cl.[CH3:13][NH:14][O:15][CH3:16].Cl.CN(C)CCCN=C=NCC.C(=O)([O-])O.[Na+]. Product: [CH3:1][O:2][C:3]1[CH:4]=[C:5]([CH:9]=[CH:10][CH:11]=1)[C:6]([N:14]([O:15][CH3:16])[CH3:13])=[O:8]. The catalyst class is: 236. (8) Reactant: Br[C:2]1[C:6]2=[N:7][C:8]([C:12]3[C:13]([O:21][CH3:22])=[N:14][C:15]([CH:18]([CH3:20])[CH3:19])=[CH:16][CH:17]=3)=[C:9]([CH3:11])[CH:10]=[C:5]2[N:4]([C@@H:23]([CH3:27])[CH2:24][O:25][CH3:26])[CH:3]=1.[Li]CCCC.CN([CH:36]=[O:37])C. Product: [CH:18]([C:15]1[N:14]=[C:13]([O:21][CH3:22])[C:12]([C:8]2[N:7]=[C:6]3[C:2]([CH:36]=[O:37])=[CH:3][N:4]([C@@H:23]([CH3:27])[CH2:24][O:25][CH3:26])[C:5]3=[CH:10][C:9]=2[CH3:11])=[CH:17][CH:16]=1)([CH3:20])[CH3:19]. The catalyst class is: 134. (9) Reactant: [NH2:1][C:2]1[CH:3]=[C:4]([CH:8]=[CH:9][CH:10]=1)[C:5]([OH:7])=O.[CH3:11][N:12]1[CH2:17][CH2:16][NH:15][CH2:14][CH2:13]1.CCN=C=NCCCN(C)C.Cl.CCN(CC)CC.C([O-])(O)=O.[Na+]. Product: [NH2:1][C:2]1[CH:3]=[C:4]([C:5]([N:15]2[CH2:16][CH2:17][N:12]([CH3:11])[CH2:13][CH2:14]2)=[O:7])[CH:8]=[CH:9][CH:10]=1. The catalyst class is: 2. (10) Reactant: O[CH:2]=[C:3]1[C:11]2[C:6](=[CH:7][C:8]([C:12]([C:14]3[CH:15]=[C:16]([NH:20][C:21]([C:23]4[N:24]([CH3:29])[N:25]=[C:26]([CH3:28])[CH:27]=4)=[O:22])[CH:17]=[CH:18][CH:19]=3)=[O:13])=[CH:9][CH:10]=2)[NH:5][C:4]1=[O:30].[N:31]1([CH2:36][CH2:37][NH:38][C:39]2[CH:44]=[CH:43][C:42]([NH2:45])=[CH:41][CH:40]=2)[CH2:35][CH2:34][CH2:33][CH2:32]1. Product: [O:30]=[C:4]1[C:3](=[CH:2][NH:45][C:42]2[CH:43]=[CH:44][C:39]([NH:38][CH2:37][CH2:36][N:31]3[CH2:35][CH2:34][CH2:33][CH2:32]3)=[CH:40][CH:41]=2)[C:11]2[C:6](=[CH:7][C:8]([C:12]([C:14]3[CH:15]=[C:16]([NH:20][C:21]([C:23]4[N:24]([CH3:29])[N:25]=[C:26]([CH3:28])[CH:27]=4)=[O:22])[CH:17]=[CH:18][CH:19]=3)=[O:13])=[CH:9][CH:10]=2)[NH:5]1. The catalyst class is: 1.